This data is from Catalyst prediction with 721,799 reactions and 888 catalyst types from USPTO. The task is: Predict which catalyst facilitates the given reaction. Reactant: [CH3:1][O:2][C:3](=[O:13])[C:4]([CH2:6][N:7]1[CH2:12][CH2:11][O:10][CH2:9][CH2:8]1)=[CH2:5].O([CH2:16][N:17]([CH2:23][C:24]1[CH:29]=[CH:28][CH:27]=[CH:26][CH:25]=1)[CH2:18][Si](C)(C)C)C.FC(F)(F)C(O)=O. Product: [CH3:1][O:2][C:3]([C:4]1([CH2:6][N:7]2[CH2:12][CH2:11][O:10][CH2:9][CH2:8]2)[CH2:5][CH2:16][N:17]([CH2:23][C:24]2[CH:25]=[CH:26][CH:27]=[CH:28][CH:29]=2)[CH2:18]1)=[O:13]. The catalyst class is: 4.